Dataset: Full USPTO retrosynthesis dataset with 1.9M reactions from patents (1976-2016). Task: Predict the reactants needed to synthesize the given product. (1) Given the product [CH3:4][N:16]1[C:17]2[C:22](=[CH:21][CH:20]=[CH:19][CH:18]=2)[C:14]([C:11]2[CH:10]=[CH:9][C:8]([N+:5]([O-:7])=[O:6])=[CH:13][CH:12]=2)=[C:15]1[C:23]([NH2:25])=[O:24], predict the reactants needed to synthesize it. The reactants are: [H-].[Na+].[I-].[CH4:4].[N+:5]([C:8]1[CH:13]=[CH:12][C:11]([C:14]2[C:22]3[C:17](=[CH:18][CH:19]=[CH:20][CH:21]=3)[NH:16][C:15]=2[C:23]([NH2:25])=[O:24])=[CH:10][CH:9]=1)([O-:7])=[O:6].O. (2) Given the product [N:20]1[CH:21]=[CH:22][CH:23]=[C:18]([O:17][CH2:16][C:13]2[CH:14]=[CH:15][C:10]([C:9]([NH:8][C@H:7]([C:6]([OH:36])=[O:5])[CH2:32][CH2:33][S:34][CH3:35])=[O:31])=[C:11]([O:24][C:25]3[CH:26]=[CH:27][CH:28]=[CH:29][CH:30]=3)[CH:12]=2)[CH:19]=1, predict the reactants needed to synthesize it. The reactants are: CO.O.C[O:5][C:6](=[O:36])[C@H:7]([CH2:32][CH2:33][S:34][CH3:35])[NH:8][C:9](=[O:31])[C:10]1[CH:15]=[CH:14][C:13]([CH2:16][O:17][C:18]2[CH:19]=[N:20][CH:21]=[CH:22][CH:23]=2)=[CH:12][C:11]=1[O:24][C:25]1[CH:30]=[CH:29][CH:28]=[CH:27][CH:26]=1.[OH-].[Na+]. (3) Given the product [CH3:36][CH:35]([CH2:34][CH2:33][CH:32]=[C:30]([CH3:31])[CH3:29])[CH2:37][CH:38]([OH:39])[CH2:7][CH:2]=[CH2:3], predict the reactants needed to synthesize it. The reactants are: B(OC)([C@H]1[C@H](C)[C@@H]2C(C)(C)[C@@H](C2)C1)[C@H:2]1[C@H:7](C)[C@@H]2C(C)(C)[C@@H](C2)[CH2:3]1.C([Mg]Br)C=C.[CH3:29][C:30](=[CH:32][CH2:33][CH2:34][C@@H:35]([CH2:37][CH:38]=[O:39])[CH3:36])[CH3:31]. (4) Given the product [C:33]([C:32]1[CH:35]=[CH:36][CH:37]=[CH:38][C:31]=1[O:7][C:8]1[CH:9]=[CH:10][C:11]([CH2:14][CH2:15][CH:16]([CH2:21][CH2:22][CH2:23][C:24]2[CH:25]=[CH:26][CH:27]=[CH:28][CH:29]=2)[C:17]([O:19][CH3:20])=[O:18])=[CH:12][CH:13]=1)#[N:34], predict the reactants needed to synthesize it. The reactants are: C([O-])([O-])=O.[K+].[K+].[OH:7][C:8]1[CH:13]=[CH:12][C:11]([CH2:14][CH2:15][CH:16]([CH2:21][CH2:22][CH2:23][C:24]2[CH:29]=[CH:28][CH:27]=[CH:26][CH:25]=2)[C:17]([O:19][CH3:20])=[O:18])=[CH:10][CH:9]=1.F[C:31]1[CH:38]=[CH:37][CH:36]=[CH:35][C:32]=1[C:33]#[N:34].O. (5) Given the product [C:11]([NH:10][CH2:9][CH2:8][NH:7][C:1]1[CH:6]=[CH:5][CH:4]=[CH:3][CH:2]=1)(=[O:15])[C:12]([CH3:14])=[CH2:13], predict the reactants needed to synthesize it. The reactants are: [C:1]1([NH:7][CH2:8][CH2:9][NH2:10])[CH:6]=[CH:5][CH:4]=[CH:3][CH:2]=1.[C:11](O[C:11](=[O:15])[C:12]([CH3:14])=[CH2:13])(=[O:15])[C:12]([CH3:14])=[CH2:13].[K+].[Br-]. (6) The reactants are: Br[C:2]1[C:7]([CH3:8])=[CH:6][CH:5]=[CH:4][N:3]=1.C([O-])([O-])=O.[K+].[K+].N#N.[C:17]([O:21][C:22]([C:24]1[CH:25]=[C:26](B(O)O)[CH:27]=[CH:28][CH:29]=1)=[O:23])([CH3:20])([CH3:19])[CH3:18].CS(O)(=O)=O.[OH-].[Na+]. Given the product [C:17]([O:21][C:22](=[O:23])[C:24]1[CH:25]=[CH:26][CH:27]=[C:28]([C:2]2[C:7]([CH3:8])=[CH:6][CH:5]=[CH:4][N:3]=2)[CH:29]=1)([CH3:20])([CH3:18])[CH3:19], predict the reactants needed to synthesize it. (7) Given the product [Cl:1][C:2]1[C:3]2[CH:18]=[C:17]([OH:19])[C:16]([OH:21])=[C:15]([C:23]#[N:24])[C:4]=2[S:5][C:6]=1[C:7]([N:9]1[CH2:10][CH2:11][O:12][CH2:13][CH2:14]1)=[O:8], predict the reactants needed to synthesize it. The reactants are: [Cl:1][C:2]1[C:3]2[CH:18]=[C:17]([O:19]C)[C:16]([O:21]C)=[C:15]([C:23]#[N:24])[C:4]=2[S:5][C:6]=1[C:7]([N:9]1[CH2:14][CH2:13][O:12][CH2:11][CH2:10]1)=[O:8].B(Br)(Br)Br. (8) Given the product [S:1]1[CH:5]=[CH:4][C:3]([CH:6]([O:7][Si:9]([CH3:11])([CH3:10])[CH3:8])[C:14]#[N:16])=[CH:2]1, predict the reactants needed to synthesize it. The reactants are: [S:1]1[CH:5]=[CH:4][C:3]([CH:6]=[O:7])=[CH:2]1.[CH3:8][Si:9](C#N)([CH3:11])[CH3:10].[CH2:14]([N:16](CC)CC)C.